From a dataset of NCI-60 drug combinations with 297,098 pairs across 59 cell lines. Regression. Given two drug SMILES strings and cell line genomic features, predict the synergy score measuring deviation from expected non-interaction effect. (1) Drug 1: CCC1=CC2CC(C3=C(CN(C2)C1)C4=CC=CC=C4N3)(C5=C(C=C6C(=C5)C78CCN9C7C(C=CC9)(C(C(C8N6C)(C(=O)OC)O)OC(=O)C)CC)OC)C(=O)OC.C(C(C(=O)O)O)(C(=O)O)O. Drug 2: CCC(=C(C1=CC=CC=C1)C2=CC=C(C=C2)OCCN(C)C)C3=CC=CC=C3.C(C(=O)O)C(CC(=O)O)(C(=O)O)O. Cell line: OVCAR-8. Synergy scores: CSS=33.3, Synergy_ZIP=1.38, Synergy_Bliss=2.24, Synergy_Loewe=-32.2, Synergy_HSA=1.49. (2) Drug 1: C1CN1C2=NC(=NC(=N2)N3CC3)N4CC4. Drug 2: C(CC(=O)O)C(=O)CN.Cl. Cell line: PC-3. Synergy scores: CSS=14.9, Synergy_ZIP=-7.30, Synergy_Bliss=-4.27, Synergy_Loewe=-3.90, Synergy_HSA=-0.740.